The task is: Predict the product of the given reaction.. This data is from Forward reaction prediction with 1.9M reactions from USPTO patents (1976-2016). (1) Given the reactants [CH3:1][O:2][C:3](=[O:22])[CH2:4][CH:5]([C:9]1[CH:14]=[CH:13][C:12]([O:15][CH:16]2[CH2:21][CH2:20][CH2:19][CH2:18][O:17]2)=[CH:11][CH:10]=1)[C:6]#[C:7][CH3:8].N1C2C(=CC=CC=2)C=CC=1.[H][H], predict the reaction product. The product is: [CH3:1][O:2][C:3](=[O:22])[CH2:4][CH:5]([C:9]1[CH:10]=[CH:11][C:12]([O:15][CH:16]2[CH2:21][CH2:20][CH2:19][CH2:18][O:17]2)=[CH:13][CH:14]=1)/[CH:6]=[CH:7]\[CH3:8]. (2) Given the reactants [CH2:1]([C:4]1([CH3:32])[C:8]2[N:9]=[C:10]([C:20]3[CH:25]=[CH:24][C:23]([NH:26][C:27]([NH:29][CH2:30][CH3:31])=[O:28])=[CH:22][CH:21]=3)[N:11]=[C:12]([N:13]3[CH2:18][CH2:17][O:16][CH2:15][C@@H:14]3[CH3:19])[C:7]=2[CH2:6][O:5]1)[CH:2]=[CH2:3].N#N.[OH:35]O.[OH-].[Na+], predict the reaction product. The product is: [CH2:30]([NH:29][C:27]([NH:26][C:23]1[CH:24]=[CH:25][C:20]([C:10]2[N:11]=[C:12]([N:13]3[CH2:18][CH2:17][O:16][CH2:15][C@@H:14]3[CH3:19])[C:7]3[CH2:6][O:5][C:4]([CH2:1][CH2:2][CH2:3][OH:35])([CH3:32])[C:8]=3[N:9]=2)=[CH:21][CH:22]=1)=[O:28])[CH3:31]. (3) Given the reactants [O:1]1[CH2:3][CH:2]1[CH2:4][O:5][C:6]1[CH:7]=[C:8]([N:12]2[C:16]3[CH:17]=[CH:18][CH:19]=[CH:20][C:15]=3[C:14](=[N:21][C:22]3[CH:27]=[CH:26][CH:25]=[C:24]([C:28]([F:31])([F:30])[F:29])[CH:23]=3)[C:13]2=[O:32])[CH:9]=[CH:10][CH:11]=1.[CH2:33]([NH:35][CH2:36][CH3:37])[CH3:34], predict the reaction product. The product is: [CH2:33]([N:35]([CH2:36][CH3:37])[CH2:3][CH:2]([OH:1])[CH2:4][O:5][C:6]1[CH:7]=[C:8]([N:12]2[C:16]3[CH:17]=[CH:18][CH:19]=[CH:20][C:15]=3[C:14](=[N:21][C:22]3[CH:27]=[CH:26][CH:25]=[C:24]([C:28]([F:29])([F:31])[F:30])[CH:23]=3)[C:13]2=[O:32])[CH:9]=[CH:10][CH:11]=1)[CH3:34]. (4) Given the reactants [F:1][C:2]([F:17])([F:16])[C:3]1[C:8]2[N:9]=[C:10]([NH2:12])[S:11][C:7]=2[C:6]2[CH:13]=[N:14][NH:15][C:5]=2[CH:4]=1.[Cl:18][CH2:19][C:20](Cl)=[O:21], predict the reaction product. The product is: [Cl:18][CH2:19][C:20]([NH:12][C:10]1[S:11][C:7]2[C:6]3[CH:13]=[N:14][N:15]([C:20](=[O:21])[CH2:19][Cl:18])[C:5]=3[CH:4]=[C:3]([C:2]([F:1])([F:16])[F:17])[C:8]=2[N:9]=1)=[O:21]. (5) Given the reactants [C:1]([C:5]1[CH:6]=[C:7]([CH:36]=[CH:37][CH:38]=1)[CH2:8][NH:9][C@@H:10]1[C@@H:15]([OH:16])[C@H:14]([CH2:17][C:18]2[CH:23]=[C:22]([O:24][CH2:25][C:26]([F:29])([F:28])[F:27])[C:21]([N+:30]([O-])=O)=[C:20]([F:33])[CH:19]=2)[CH2:13][S:12](=[O:35])(=[O:34])[CH2:11]1)([CH3:4])([CH3:3])[CH3:2].C(Cl)[Cl:40].CO, predict the reaction product. The product is: [ClH:40].[ClH:40].[NH2:30][C:21]1[C:22]([O:24][CH2:25][C:26]([F:29])([F:27])[F:28])=[CH:23][C:18]([CH2:17][C@H:14]2[C@H:15]([OH:16])[C@@H:10]([NH:9][CH2:8][C:7]3[CH:36]=[CH:37][CH:38]=[C:5]([C:1]([CH3:3])([CH3:4])[CH3:2])[CH:6]=3)[CH2:11][S:12](=[O:34])(=[O:35])[CH2:13]2)=[CH:19][C:20]=1[F:33].